Dataset: Forward reaction prediction with 1.9M reactions from USPTO patents (1976-2016). Task: Predict the product of the given reaction. (1) Given the reactants [Cl:1][C:2]1[CH:7]=[C:6]([O:8][C:9]2[CH:14]=[CH:13][C:12]([Cl:15])=[CH:11][CH:10]=2)[CH:5]=[CH:4][C:3]=1[CH2:16][CH:17]=[O:18].[CH:19]1([Mg]Br)[CH2:21][CH2:20]1, predict the reaction product. The product is: [Cl:1][C:2]1[CH:7]=[C:6]([O:8][C:9]2[CH:14]=[CH:13][C:12]([Cl:15])=[CH:11][CH:10]=2)[CH:5]=[CH:4][C:3]=1[CH2:16][CH:17]([CH:19]1[CH2:21][CH2:20]1)[OH:18]. (2) Given the reactants [NH2:1][C@@H:2]1[CH2:8][CH2:7][CH2:6][C@H:5]([O:9][C:10]2[CH:11]=[C:12]3[C:17](=[CH:18][C:19]=2[CH3:20])[C:16](=[O:21])[N:15](CC2C=CC(OC)=CC=2)[CH:14]=[CH:13]3)[CH2:4][CH2:3]1.FC(F)(F)C(O)=O, predict the reaction product. The product is: [NH2:1][C@@H:2]1[CH2:8][CH2:7][CH2:6][C@H:5]([O:9][C:10]2[CH:11]=[C:12]3[C:17](=[CH:18][C:19]=2[CH3:20])[C:16](=[O:21])[NH:15][CH:14]=[CH:13]3)[CH2:4][CH2:3]1. (3) Given the reactants C[O:2][C:3]([C:5]1[CH:6]=[CH:7][C:8]2[N:9]([CH:11]=[C:12]([C:14]3[CH:19]=[CH:18][C:17]([F:20])=[CH:16][CH:15]=3)[N:13]=2)[CH:10]=1)=[O:4].C(O)(=O)C, predict the reaction product. The product is: [F:20][C:17]1[CH:16]=[CH:15][C:14]([C:12]2[N:13]=[C:8]3[CH:7]=[CH:6][C:5]([C:3]([OH:4])=[O:2])=[CH:10][N:9]3[CH:11]=2)=[CH:19][CH:18]=1. (4) Given the reactants I[C:2]1[CH:3]=[C:4]([O:24][CH:25]([F:27])[F:26])[CH:5]=[C:6]2[C:10]=1[C:9](=[O:11])[N:8]([CH2:12][C:13]1[CH:18]=[CH:17][C:16]([O:19][C:20]([F:23])([F:22])[F:21])=[CH:15][CH:14]=1)[CH2:7]2.[CH3:28][N:29](C=O)C, predict the reaction product. The product is: [F:26][CH:25]([F:27])[O:24][C:4]1[CH:3]=[C:2]([C:28]#[N:29])[C:10]2[C:9](=[O:11])[N:8]([CH2:12][C:13]3[CH:18]=[CH:17][C:16]([O:19][C:20]([F:23])([F:22])[F:21])=[CH:15][CH:14]=3)[CH2:7][C:6]=2[CH:5]=1.